Dataset: Catalyst prediction with 721,799 reactions and 888 catalyst types from USPTO. Task: Predict which catalyst facilitates the given reaction. (1) Reactant: [N:1]1([CH2:7][CH2:8][CH2:9][O:10][C:11]2[CH:31]=[CH:30][C:14]([C:15]([N:17]3[CH2:22][CH2:21][N:20](C(OC(C)(C)C)=O)[CH2:19][CH2:18]3)=[O:16])=[CH:13][CH:12]=2)[CH2:6][CH2:5][CH2:4][CH2:3][CH2:2]1.[ClH:32].O1CCOCC1. Product: [ClH:32].[ClH:32].[N:1]1([CH2:7][CH2:8][CH2:9][O:10][C:11]2[CH:31]=[CH:30][C:14]([C:15]([N:17]3[CH2:22][CH2:21][NH:20][CH2:19][CH2:18]3)=[O:16])=[CH:13][CH:12]=2)[CH2:6][CH2:5][CH2:4][CH2:3][CH2:2]1. The catalyst class is: 2. (2) Reactant: C([O:3][C:4]([C:6]1[S:10][C:9]2[CH2:11][CH2:12][CH2:13][CH2:14][C:8]=2[C:7]=1[NH2:15])=O)C.Cl.Cl[C:18]([NH2:20])=[NH:19]. Product: [NH2:20][C:18]1[NH:15][C:7]2[C:8]3[CH2:14][CH2:13][CH2:12][CH2:11][C:9]=3[S:10][C:6]=2[C:4](=[O:3])[N:19]=1. The catalyst class is: 270. (3) The catalyst class is: 19. Product: [NH2:8][C:7]1[C:2]([CH3:1])=[C:3]([NH:11][C:12](=[O:20])[CH2:13][N:14]2[CH2:19][CH2:18][O:17][CH2:16][CH2:15]2)[CH:4]=[CH:5][CH:6]=1. Reactant: [CH3:1][C:2]1[C:7]([N+:8]([O-])=O)=[CH:6][CH:5]=[CH:4][C:3]=1[NH:11][C:12](=[O:20])[CH2:13][N:14]1[CH2:19][CH2:18][O:17][CH2:16][CH2:15]1.CCO. (4) Reactant: [S:1]1[C:5]([C@H:6]([O:25][Si:26]([C:39]([CH3:42])([CH3:41])[CH3:40])([C:33]2[CH:38]=[CH:37][CH:36]=[CH:35][CH:34]=2)[C:27]2[CH:32]=[CH:31][CH:30]=[CH:29][CH:28]=2)/[CH:7]=[CH:8]/[C@H:9]2[C@H:13]([OH:14])[CH2:12][C@H:11]([OH:15])[C@@H:10]2[CH2:16]/[CH:17]=[CH:18]\[CH2:19][CH2:20][CH2:21][C:22]([OH:24])=[O:23])=[CH:4][C:3]2[CH:43]=[CH:44][CH:45]=[CH:46][C:2]1=2.[N+](=[CH2:49])=[N-]. Product: [S:1]1[C:5]([C@H:6]([O:25][Si:26]([C:39]([CH3:42])([CH3:41])[CH3:40])([C:33]2[CH:38]=[CH:37][CH:36]=[CH:35][CH:34]=2)[C:27]2[CH:28]=[CH:29][CH:30]=[CH:31][CH:32]=2)/[CH:7]=[CH:8]/[C@H:9]2[C@H:13]([OH:14])[CH2:12][C@H:11]([OH:15])[C@@H:10]2[CH2:16]/[CH:17]=[CH:18]\[CH2:19][CH2:20][CH2:21][C:22]([O:24][CH3:49])=[O:23])=[CH:4][C:3]2[CH:43]=[CH:44][CH:45]=[CH:46][C:2]1=2. The catalyst class is: 27. (5) Reactant: [Cl:1][CH2:2][CH2:3][CH2:4][C:5]([C:7]1[CH:12]=[CH:11][C:10]([CH:13]([CH3:15])[CH3:14])=[CH:9][CH:8]=1)=[O:6].[Br:16]N1C(=O)CCC1=O.CC(N=NC(C#N)(C)C)(C#N)C. Product: [Br:16][C:13]([C:10]1[CH:9]=[CH:8][C:7]([C:5](=[O:6])[CH2:4][CH2:3][CH2:2][Cl:1])=[CH:12][CH:11]=1)([CH3:15])[CH3:14]. The catalyst class is: 53. (6) Reactant: [CH3:1][CH:2]1[CH2:8][NH:7][CH2:6][CH2:5][CH:4]([OH:9])[CH2:3]1.[C:10](O[C:10]([O:12][C:13]([CH3:16])([CH3:15])[CH3:14])=[O:11])([O:12][C:13]([CH3:16])([CH3:15])[CH3:14])=[O:11]. Product: [OH:9][CH:4]1[CH2:5][CH2:6][N:7]([C:10]([O:12][C:13]([CH3:16])([CH3:15])[CH3:14])=[O:11])[CH2:8][CH:2]([CH3:1])[CH2:3]1. The catalyst class is: 616. (7) Reactant: C(OC([N:8]1[CH2:17][CH2:16][C:15]2[C:10](=[CH:11][C:12]([O:20]C)=[C:13]([O:18]C)[CH:14]=2)[CH:9]1[CH2:22][C:23]1[CH:28]=[CH:27][C:26]([C:29]2[CH:34]=[CH:33][C:32]([C:35]3[CH:40]=[CH:39][CH:38]=[CH:37][CH:36]=3)=[CH:31][CH:30]=2)=[CH:25][CH:24]=1)=O)(C)(C)C.B(Br)(Br)[Br:42]. Product: [BrH:42].[C:26]1([C:29]2[CH:34]=[CH:33][C:32]([C:35]3[CH:40]=[CH:39][CH:38]=[CH:37][CH:36]=3)=[CH:31][CH:30]=2)[CH:27]=[CH:28][C:23]([CH2:22][CH:9]2[C:10]3[C:15](=[CH:14][C:13]([OH:18])=[C:12]([OH:20])[CH:11]=3)[CH2:16][CH2:17][NH:8]2)=[CH:24][CH:25]=1. The catalyst class is: 4. (8) Reactant: [Br:1][C:2]1[CH:11]=[C:10]2[C:5]([N:6]=[CH:7][C:8](=[O:18])[N:9]2[CH2:12][CH:13]2OCC[O:14]2)=[CH:4][CH:3]=1. Product: [Br:1][C:2]1[CH:11]=[C:10]2[C:5]([N:6]=[CH:7][C:8](=[O:18])[N:9]2[CH2:12][CH:13]=[O:14])=[CH:4][CH:3]=1. The catalyst class is: 55. (9) Reactant: [OH-].[K+].[CH:3]1([C:6]([CH:14]2[CH2:16][CH2:15]2)([C:8]2[S:9][C:10]([SH:13])=[N:11][N:12]=2)[OH:7])[CH2:5][CH2:4]1.Br[C:18]1[CH:27]=[C:26]2[C:21]([C:22]([C:29]3[CH:30]=[N:31][CH:32]=[CH:33][CH:34]=3)=[CH:23][C:24](=[O:28])[O:25]2)=[CH:20][CH:19]=1. Product: [CH:14]1([C:6]([CH:3]2[CH2:5][CH2:4]2)([OH:7])[C:8]2[S:9][C:10]([S:13][C:18]3[CH:27]=[C:26]4[C:21]([C:22]([C:29]5[CH:30]=[N:31][CH:32]=[CH:33][CH:34]=5)=[CH:23][C:24](=[O:28])[O:25]4)=[CH:20][CH:19]=3)=[N:11][N:12]=2)[CH2:15][CH2:16]1. The catalyst class is: 5. (10) Reactant: Br[C:2]1[CH:7]=[CH:6][C:5]([C:8]2[N:9]=[CH:10][N:11]([CH2:13][O:14][CH2:15][CH2:16][Si:17]([CH3:20])([CH3:19])[CH3:18])[CH:12]=2)=[CH:4][CH:3]=1.[B:21]1([B:21]2[O:25][C:24]([CH3:27])([CH3:26])[C:23]([CH3:29])([CH3:28])[O:22]2)[O:25][C:24]([CH3:27])([CH3:26])[C:23]([CH3:29])([CH3:28])[O:22]1.C([O-])(=O)C.[K+]. Product: [CH3:28][C:23]1([CH3:29])[C:24]([CH3:27])([CH3:26])[O:25][B:21]([C:2]2[CH:7]=[CH:6][C:5]([C:8]3[N:9]=[CH:10][N:11]([CH2:13][O:14][CH2:15][CH2:16][Si:17]([CH3:20])([CH3:19])[CH3:18])[CH:12]=3)=[CH:4][CH:3]=2)[O:22]1. The catalyst class is: 423.